This data is from Retrosynthesis with 50K atom-mapped reactions and 10 reaction types from USPTO. The task is: Predict the reactants needed to synthesize the given product. (1) Given the product O=CC1=NN(CCCC(F)(F)F)C(=O)CC1, predict the reactants needed to synthesize it. The reactants are: O=C1CCC(CO)=NN1CCCC(F)(F)F. (2) Given the product N#Cc1cccc(CO)c1, predict the reactants needed to synthesize it. The reactants are: N#Cc1cccc(C(=O)O)c1. (3) The reactants are: O=C(Cl)c1ccc(-n2cccn2)cc1.O=C1C(=O)c2ccccc2C2=C1SCC1(CCNCC1)O2. Given the product O=C1C(=O)c2ccccc2C2=C1SCC1(CCN(C(=O)c3ccc(-n4cccn4)cc3)CC1)O2, predict the reactants needed to synthesize it.